Predict the product of the given reaction. From a dataset of Forward reaction prediction with 1.9M reactions from USPTO patents (1976-2016). Given the reactants [C:1]([C:3]([CH3:33])([CH3:32])[C:4]1[CH:5]=[C:6]([CH:29]=[CH:30][CH:31]=1)[C:7]([NH:9][C:10]1[CH:15]=[CH:14][C:13]([CH3:16])=[C:12]([NH:17][C:18]2[C:27]3[C:22](=[CH:23][C:24]([OH:28])=[CH:25][CH:26]=3)[N:21]=[CH:20][N:19]=2)[CH:11]=1)=[O:8])#[N:2].[Br:34][CH2:35][CH2:36][CH2:37]Br.C([O-])([O-])=O.[K+].[K+], predict the reaction product. The product is: [Br:34][CH2:35][CH2:36][CH2:37][O:28][C:24]1[CH:23]=[C:22]2[C:27]([C:18]([NH:17][C:12]3[CH:11]=[C:10]([NH:9][C:7](=[O:8])[C:6]4[CH:29]=[CH:30][CH:31]=[C:4]([C:3]([C:1]#[N:2])([CH3:33])[CH3:32])[CH:5]=4)[CH:15]=[CH:14][C:13]=3[CH3:16])=[N:19][CH:20]=[N:21]2)=[CH:26][CH:25]=1.